Dataset: HIV replication inhibition screening data with 41,000+ compounds from the AIDS Antiviral Screen. Task: Binary Classification. Given a drug SMILES string, predict its activity (active/inactive) in a high-throughput screening assay against a specified biological target. (1) The molecule is Cc1ccc(C)c(NC(=O)C(=O)C(C2C(C)CC(=O)C2CC(=O)O)[N+](=O)[O-])c1. The result is 0 (inactive). (2) The result is 0 (inactive). The drug is CCC(=O)NC(NNS(=O)(=O)c1ccc(C)cc1)(C(F)(F)F)C(F)(F)F. (3) The molecule is C=C1CN(S(=O)(=O)c2ccc(C)cc2)CCCN(CCCC)CCCN(S(=O)(=O)c2ccc(C)cc2)C1.Cl. The result is 0 (inactive). (4) The molecule is CC(=O)Nc1ccc(S(=O)(=O)NN=CCN2C(=O)c3ccccc3C2=O)cc1. The result is 0 (inactive). (5) The compound is COS(=NS(=O)(=O)c1ccccc1)c1ccccc1[N+](=O)[O-]. The result is 0 (inactive). (6) The drug is O=C1C=CC=CC1=C1N=C(c2ccccc2OCC(=O)c2ccccc2)SS1. The result is 0 (inactive).